Dataset: Reaction yield outcomes from USPTO patents with 853,638 reactions. Task: Predict the reaction yield, written as a fraction of the theoretical maximum amount of product (1.0 means a 100% yield; for example, 0.34 means a 34% yield). The reactants are [CH2:1]([O:8][C:9]1[C:14](=[O:15])[CH:13]=[CH:12][NH:11][C:10]=1[CH3:16])[C:2]1[CH:7]=[CH:6][CH:5]=[CH:4][CH:3]=1.[Br:17]N1C(=O)CCC1=O. The catalyst is C(#N)C. The product is [CH2:1]([O:8][C:9]1[C:10]([CH3:16])=[N:11][CH:12]=[C:13]([Br:17])[C:14]=1[OH:15])[C:2]1[CH:3]=[CH:4][CH:5]=[CH:6][CH:7]=1. The yield is 0.880.